Predict the reactants needed to synthesize the given product. From a dataset of Full USPTO retrosynthesis dataset with 1.9M reactions from patents (1976-2016). (1) Given the product [I:8][C:5]1[CH:4]=[CH:3][C:2]([O:1][Si:12]([CH:16]([CH3:18])[CH3:17])([CH:13]([CH3:15])[CH3:14])[CH:9]([CH3:11])[CH3:10])=[CH:7][N:6]=1, predict the reactants needed to synthesize it. The reactants are: [OH:1][C:2]1[CH:3]=[CH:4][C:5]([I:8])=[N:6][CH:7]=1.[CH:9]([Si:12](Cl)([CH:16]([CH3:18])[CH3:17])[CH:13]([CH3:15])[CH3:14])([CH3:11])[CH3:10].N1C=CN=C1. (2) Given the product [Br:1][C:2]1[C:3]([Cl:12])=[C:4]([CH2:5][OH:6])[CH:9]=[CH:10][CH:11]=1, predict the reactants needed to synthesize it. The reactants are: [Br:1][C:2]1[C:3]([Cl:12])=[C:4]([CH:9]=[CH:10][CH:11]=1)[C:5](OC)=[O:6].[Li+].[B-](CC)(CC)CC. (3) Given the product [CH2:1]([N:8]1[CH2:13][CH2:12][C:11]2[C:14]([OH:16])=[N:26][CH:24]=[N:25][C:10]=2[CH2:9]1)[C:2]1[CH:7]=[CH:6][CH:5]=[CH:4][CH:3]=1, predict the reactants needed to synthesize it. The reactants are: [CH2:1]([N:8]1[CH2:13][CH2:12][CH:11]([C:14]([O:16]CC)=O)[C:10](=O)[CH2:9]1)[C:2]1[CH:7]=[CH:6][CH:5]=[CH:4][CH:3]=1.C(O)(=O)C.[CH:24]([NH2:26])=[NH:25].CC[O-].[Na+].Cl. (4) Given the product [Cl:25][C:18]1[N:17]=[N:16][CH:15]=[C:14]([C:10]2[CH:9]=[C:8]([C:5]3[C:4]([C:21]#[N:22])=[CH:3][C:2]([F:1])=[CH:7][CH:6]=3)[CH:13]=[CH:12][CH:11]=2)[CH:19]=1, predict the reactants needed to synthesize it. The reactants are: [F:1][C:2]1[CH:3]=[C:4]([C:21]#[N:22])[C:5]([C:8]2[CH:13]=[CH:12][CH:11]=[C:10]([C:14]3[CH:15]=[N:16][NH:17][C:18](=O)[CH:19]=3)[CH:9]=2)=[CH:6][CH:7]=1.P(Cl)(Cl)([Cl:25])=O. (5) The reactants are: I/[C:2](/[C:9]1[CH:14]=[CH:13][CH:12]=[CH:11][CH:10]=1)=[CH:3]\[C:4]([O:6][CH2:7][CH3:8])=[O:5].O1C=CC=C1P(C1OC=CC=1)C1OC=CC=1.[F:31][C:32]([F:43])([F:42])[C:33]1[CH:38]=[CH:37][C:36](B(O)O)=[CH:35][CH:34]=1.C(=O)([O-])[O-].[Na+].[Na+]. Given the product [C:9]1(/[C:2](/[C:36]2[CH:37]=[CH:38][C:33]([C:32]([F:43])([F:42])[F:31])=[CH:34][CH:35]=2)=[CH:3]/[C:4]([O:6][CH2:7][CH3:8])=[O:5])[CH:14]=[CH:13][CH:12]=[CH:11][CH:10]=1, predict the reactants needed to synthesize it. (6) Given the product [C:10]([C:12]1([NH:15][C:16]([C@H:18]2[CH2:22][C@H:21]([S:23]([C:26]3[CH:31]=[CH:30][C:29]([N:7]4[CH2:8][CH2:9][N:4]([CH:1]([CH3:3])[CH3:2])[CH2:5][CH2:6]4)=[CH:28][C:27]=3[C:33]([F:36])([F:35])[F:34])(=[O:25])=[O:24])[CH2:20][C@@H:19]2[O:37][CH:38]2[CH2:42][CH2:41][CH2:40][CH2:39]2)=[O:17])[CH2:14][CH2:13]1)#[N:11], predict the reactants needed to synthesize it. The reactants are: [CH:1]([N:4]1[CH2:9][CH2:8][NH:7][CH2:6][CH2:5]1)([CH3:3])[CH3:2].[C:10]([C:12]1([NH:15][C:16]([C@H:18]2[CH2:22][C@H:21]([S:23]([C:26]3[CH:31]=[CH:30][C:29](Br)=[CH:28][C:27]=3[C:33]([F:36])([F:35])[F:34])(=[O:25])=[O:24])[CH2:20][C@@H:19]2[O:37][CH:38]2[CH2:42][CH2:41][CH2:40][CH2:39]2)=[O:17])[CH2:14][CH2:13]1)#[N:11].C(C1(NC([C@H]2C[C@H](S(C3C=CC(Br)=CC=3C(F)(F)F)(=O)=O)C[C@@H]2OC)=O)CC1)#N. (7) Given the product [Cl:12][C:10]1[CH:9]=[C:4]([CH:3]=[C:2]([N:13]2[CH2:18][CH2:17][CH2:16][CH2:15][CH2:14]2)[N:11]=1)[C:5]([O:7][CH3:8])=[O:6], predict the reactants needed to synthesize it. The reactants are: Cl[C:2]1[CH:3]=[C:4]([CH:9]=[C:10]([Cl:12])[N:11]=1)[C:5]([O:7][CH3:8])=[O:6].[NH:13]1[CH2:18][CH2:17][CH2:16][CH2:15][CH2:14]1.C([O-])([O-])=O.[K+].[K+]. (8) Given the product [Br:1][C:2]1[CH:3]=[C:4]2[C:9](=[CH:10][C:11]=1[F:12])[O:8][C:7]([CH2:14][CH2:15][OH:16])([CH3:13])[CH2:6][C:5]2=[O:17], predict the reactants needed to synthesize it. The reactants are: [Br:1][C:2]1[CH:3]=[C:4]2[C:9](=[CH:10][C:11]=1[F:12])[O:8][C:7]([CH2:14][CH2:15][OH:16])([CH3:13])[CH2:6][CH:5]2[OH:17]. (9) Given the product [CH3:20][N:19]([CH3:21])[C:17](=[O:18])[CH2:16][N:8]1[C:9]2[C:5](=[CH:4][C:3]([O:2][CH3:1])=[C:11]([N+:12]([O-:14])=[O:13])[CH:10]=2)[CH2:6][CH2:7]1, predict the reactants needed to synthesize it. The reactants are: [CH3:1][O:2][C:3]1[CH:4]=[C:5]2[C:9](=[CH:10][C:11]=1[N+:12]([O-:14])=[O:13])[NH:8][CH2:7][CH2:6]2.Cl[CH2:16][C:17]([N:19]([CH3:21])[CH3:20])=[O:18].C(=O)([O-])[O-].[K+].[K+]. (10) Given the product [NH2:57][CH2:61][C:25]1[CH:24]=[CH:23][C:22]([C:41]([NH:46][NH:47][C:18](=[O:20])[C@H:9]([NH:8][C:6]([O:5][C:2]([CH3:1])([CH3:3])[CH3:4])=[O:7])[CH2:10][CH2:11][C:12]2[CH:13]=[CH:14][CH:15]=[CH:16][CH:17]=2)=[O:65])=[CH:21][CH:26]=1, predict the reactants needed to synthesize it. The reactants are: [CH3:1][C:2]([O:5][C:6]([NH:8][C@@H:9]([C:18]([OH:20])=O)[CH2:10][CH2:11][C:12]1[CH:17]=[CH:16][CH:15]=[CH:14][CH:13]=1)=[O:7])([CH3:4])[CH3:3].[CH:21]1[CH:22]=[CH:23][C:24]2N(O)N=N[C:25]=2[CH:26]=1.CN(C(ON1[N:47]=[N:46][C:41]2C=CC=CC1=2)=[N+](C)C)C.F[P-](F)(F)(F)(F)F.CC[N:57]([CH:61](C)C)C(C)C.C(O)(C(F)(F)F)=[O:65].